This data is from Reaction yield outcomes from USPTO patents with 853,638 reactions. The task is: Predict the reaction yield, written as a fraction of the theoretical maximum amount of product (1.0 means a 100% yield; for example, 0.34 means a 34% yield). The reactants are Cl[CH2:2][C:3]1[NH:12][C:11](=[O:13])[C:10]2[CH2:9][C:8]([CH3:15])([CH3:14])[CH2:7][CH2:6][C:5]=2[N:4]=1.[N-:16]=[N+:17]=[N-:18].[Na+].O. The catalyst is CN(C=O)C. The product is [N:16]([CH2:2][C:3]1[NH:12][C:11](=[O:13])[C:10]2[CH2:9][C:8]([CH3:15])([CH3:14])[CH2:7][CH2:6][C:5]=2[N:4]=1)=[N+:17]=[N-:18]. The yield is 0.980.